From a dataset of Forward reaction prediction with 1.9M reactions from USPTO patents (1976-2016). Predict the product of the given reaction. (1) The product is: [CH3:20][O:21][C:25](=[S:26])[NH:19][CH2:18][C:16]1[N:15]=[N:14][N:13]([C:4]2[CH:5]=[CH:6][C:7]([N:8]3[CH:12]=[CH:11][CH:10]=[N:9]3)=[C:2]([F:1])[CH:3]=2)[CH:17]=1. Given the reactants [F:1][C:2]1[CH:3]=[C:4]([N:13]2[CH:17]=[C:16]([CH2:18][NH2:19])[N:15]=[N:14]2)[CH:5]=[CH:6][C:7]=1[N:8]1[CH:12]=[CH:11][CH:10]=[N:9]1.[C:20](=O)(O)[O-:21].[Na+].[C:25](Cl)(Cl)=[S:26], predict the reaction product. (2) Given the reactants [N:1]12[CH2:10][CH:5]3[CH2:6][CH:7]([CH2:9][CH:3]([C@@H:4]3[NH2:11])[CH2:2]1)[CH2:8]2.[F:12][C:13]([F:25])([F:24])[O:14][C:15]1[CH:16]=[C:17]([CH:21]=[CH:22][CH:23]=1)[C:18](O)=[O:19].N, predict the reaction product. The product is: [N:1]12[CH2:10][CH:5]3[CH2:6][CH:7]([CH2:9][CH:3]([C@@H:4]3[NH:11][C:18](=[O:19])[C:17]3[CH:21]=[CH:22][CH:23]=[C:15]([O:14][C:13]([F:12])([F:24])[F:25])[CH:16]=3)[CH2:2]1)[CH2:8]2. (3) Given the reactants [Br:1][CH2:2][C:3]1[CH:4]=[C:5]2[C:9](=[CH:10][CH:11]=1)[N:8]([C:12]([C:14]1[CH:19]=[CH:18][CH:17]=[CH:16][CH:15]=1)=[O:13])[CH:7]=[CH:6]2.[CH:20]1[CH:25]=[CH:24][C:23]([P:26]([C:33]2[CH:38]=[CH:37][CH:36]=[CH:35][CH:34]=2)[C:27]2[CH:32]=[CH:31][CH:30]=[CH:29][CH:28]=2)=[CH:22][CH:21]=1, predict the reaction product. The product is: [Br-:1].[C:12]([N:8]1[C:9]2[C:5](=[CH:4][C:3]([CH2:2][P+:26]([C:27]3[CH:28]=[CH:29][CH:30]=[CH:31][CH:32]=3)([C:33]3[CH:38]=[CH:37][CH:36]=[CH:35][CH:34]=3)[C:23]3[CH:22]=[CH:21][CH:20]=[CH:25][CH:24]=3)=[CH:11][CH:10]=2)[CH:6]=[CH:7]1)(=[O:13])[C:14]1[CH:19]=[CH:18][CH:17]=[CH:16][CH:15]=1. (4) Given the reactants C(=O)([O-])[O-].[K+:5].[K+].[O:7]=[C:8]1[O:14][C@H:13]([C@H:15]([CH2:17][OH:18])[OH:16])[C:11]([OH:12])=[C:9]1[OH:10], predict the reaction product. The product is: [O:7]=[C:8]1[O:14][C@H:13]([C@H:15]([CH2:17][OH:18])[OH:16])[C:11]([O-:12])=[C:9]1[OH:10].[K+:5].